This data is from Catalyst prediction with 721,799 reactions and 888 catalyst types from USPTO. The task is: Predict which catalyst facilitates the given reaction. Reactant: [N+:1]([C:4]1[CH:22]=[CH:21][C:7]([CH2:8][NH:9][C:10]([C:12]2[C:13]3[S:20][CH:19]=[CH:18][C:14]=3[N:15]=[CH:16][N:17]=2)=[O:11])=[CH:6][CH:5]=1)([O-])=O. Product: [NH2:1][C:4]1[CH:5]=[CH:6][C:7]([CH2:8][NH:9][C:10]([C:12]2[C:13]3[S:20][CH:19]=[CH:18][C:14]=3[N:15]=[CH:16][N:17]=2)=[O:11])=[CH:21][CH:22]=1. The catalyst class is: 838.